From a dataset of SARS-CoV-2 main protease (3CLPro) crystallographic fragment screen with 879 compounds. Binary Classification. Given a drug SMILES string, predict its activity (active/inactive) in a high-throughput screening assay against a specified biological target. (1) The molecule is Cc1occc1C(=O)N1CCc2ccccc21. The result is 0 (inactive). (2) The drug is O=C(O)c1ccc(OCc2ccccc2)cc1. The result is 0 (inactive). (3) The drug is CC(=O)NCC1(c2ccccc2)CCOCC1. The result is 0 (inactive). (4) The drug is CNc1nccnc1C#N. The result is 0 (inactive). (5) The compound is Brc1ccnc2ncccc12. The result is 0 (inactive). (6) The drug is Nc1cc(C(F)(F)F)ccc1N1CCCCC1. The result is 0 (inactive). (7) The molecule is COCC(=O)NCc1nc2ccccc2[nH]1. The result is 0 (inactive).